From a dataset of Full USPTO retrosynthesis dataset with 1.9M reactions from patents (1976-2016). Predict the reactants needed to synthesize the given product. (1) Given the product [C:9]([C:3]1[CH:4]=[C:5]([Cl:8])[CH:6]=[CH:7][C:2]=1[NH:1][S:24]([C:20]1[CH:21]=[CH:22][CH:23]=[C:18]([F:17])[CH:19]=1)(=[O:26])=[O:25])(=[O:10])[C:11]1[CH:12]=[CH:13][CH:14]=[CH:15][CH:16]=1, predict the reactants needed to synthesize it. The reactants are: [NH2:1][C:2]1[CH:7]=[CH:6][C:5]([Cl:8])=[CH:4][C:3]=1[C:9]([C:11]1[CH:16]=[CH:15][CH:14]=[CH:13][CH:12]=1)=[O:10].[F:17][C:18]1[CH:19]=[C:20]([S:24](Cl)(=[O:26])=[O:25])[CH:21]=[CH:22][CH:23]=1. (2) Given the product [C:35]([N:18]1[CH2:19][C:20]2[CH2:21][N:22]([C:39]([O:41][CH2:42][CH3:43])=[O:40])[CH2:23][CH2:24][C:25]=2[N:17]1[C:13]1[CH:12]=[C:11]([C:10]#[C:9][C@:2]2([OH:1])[CH2:6][CH2:5][N:4]([CH3:7])[C:3]2=[O:8])[CH:16]=[CH:15][N:14]=1)(=[O:47])[NH2:31], predict the reactants needed to synthesize it. The reactants are: [OH:1][C@@:2]1([C:9]#[C:10][C:11]2[CH:16]=[CH:15][N:14]=[C:13]([N:17]3[C:25]4[CH2:24][CH2:23][NH:22][CH2:21][C:20]=4[C:19](C(N)=O)=[N:18]3)[CH:12]=2)[CH2:6][CH2:5][N:4]([CH3:7])[C:3]1=[O:8].CC[N:31]([CH:35](C)C)C(C)C.Cl[C:39]([O:41][CH2:42][CH3:43])=[O:40].C1C[O:47]CC1. (3) Given the product [NH2:21][C:7]1[CH:8]=[CH:9][C:10]([N:12]2[CH2:13][CH2:14][N:15]([C:18](=[O:20])[CH3:19])[CH2:16][CH2:17]2)=[N:11][C:6]=1[O:5][CH2:4][CH2:3][O:2][CH3:1], predict the reactants needed to synthesize it. The reactants are: [CH3:1][O:2][CH2:3][CH2:4][O:5][C:6]1[N:11]=[C:10]([N:12]2[CH2:17][CH2:16][N:15]([C:18](=[O:20])[CH3:19])[CH2:14][CH2:13]2)[CH:9]=[CH:8][C:7]=1[N+:21]([O-])=O.O1CCCC1. (4) Given the product [ClH:36].[ClH:36].[O:1]1[CH2:2][CH2:3][N:4]([C:7]2[CH:8]=[CH:9][C:10]3[O:16][CH2:15][CH:14]4[CH2:17][NH:18][CH2:19][CH2:20][N:13]4[C:12](=[O:28])[C:11]=3[CH:29]=2)[CH2:5][CH2:6]1, predict the reactants needed to synthesize it. The reactants are: [O:1]1[CH2:6][CH2:5][N:4]([C:7]2[CH:8]=[CH:9][C:10]3[O:16][CH2:15][CH:14]4[CH2:17][N:18](C(OC(C)(C)C)=O)[CH2:19][CH2:20][N:13]4[C:12](=[O:28])[C:11]=3[CH:29]=2)[CH2:3][CH2:2]1.C(OCC)(=O)C.[ClH:36]. (5) The reactants are: F[C:2]1[CH:32]=[CH:31][C:5]([C:6]([NH:8][C:9]2[CH:14]=[CH:13][C:12]([O:15][C:16]3[C:21]([C:22]4[CH:27]=[CH:26][N:25]=[C:24]([NH:28][CH3:29])[N:23]=4)=[CH:20][CH:19]=[CH:18][N:17]=3)=[C:11]([CH3:30])[CH:10]=2)=[O:7])=[CH:4][C:3]=1[C:33]([F:36])([F:35])[F:34].[CH3:37][N:38]([CH3:43])[CH2:39][CH2:40][NH:41][CH3:42]. Given the product [CH3:37][N:38]([CH3:43])[CH2:39][CH2:40][N:41]([CH3:42])[C:2]1[CH:32]=[CH:31][C:5]([C:6]([NH:8][C:9]2[CH:14]=[CH:13][C:12]([O:15][C:16]3[C:21]([C:22]4[CH:27]=[CH:26][N:25]=[C:24]([NH:28][CH3:29])[N:23]=4)=[CH:20][CH:19]=[CH:18][N:17]=3)=[C:11]([CH3:30])[CH:10]=2)=[O:7])=[CH:4][C:3]=1[C:33]([F:34])([F:36])[F:35], predict the reactants needed to synthesize it.